This data is from Reaction yield outcomes from USPTO patents with 853,638 reactions. The task is: Predict the reaction yield, written as a fraction of the theoretical maximum amount of product (1.0 means a 100% yield; for example, 0.34 means a 34% yield). The reactants are [OH-].[K+].[C:3]([C:11]1[CH:12]=[C:13]([CH:20]=[CH:21][CH:22]=1)[CH:14]=[CH:15][C:16]([O:18]C)=[O:17])(=[O:10])[C:4]1[CH:9]=[CH:8][CH:7]=[CH:6][CH:5]=1. The catalyst is CO. The product is [C:3]([C:11]1[CH:12]=[C:13]([CH:20]=[CH:21][CH:22]=1)[CH:14]=[CH:15][C:16]([OH:18])=[O:17])(=[O:10])[C:4]1[CH:5]=[CH:6][CH:7]=[CH:8][CH:9]=1. The yield is 0.930.